From a dataset of Catalyst prediction with 721,799 reactions and 888 catalyst types from USPTO. Predict which catalyst facilitates the given reaction. (1) Reactant: [F:1][C@H:2]1[C@H:7]([O:8][C:9]2[CH:10]=[CH:11][CH:12]=[C:13]3[C:18]=2[N:17]=[C:16]([C:19]2[N:23]4[CH:24]=[CH:25][C:26]([C:28]5[CH:29]=[N:30][CH:31]=[CH:32][CH:33]=5)=[CH:27][C:22]4=[N:21][CH:20]=2)[CH:15]=[CH:14]3)[CH2:6][CH2:5][N:4](C(OC(C)(C)C)=O)[CH2:3]1.C(O)(C(F)(F)F)=O. Product: [F:1][C@H:2]1[C@H:7]([O:8][C:9]2[CH:10]=[CH:11][CH:12]=[C:13]3[C:18]=2[N:17]=[C:16]([C:19]2[N:23]4[CH:24]=[CH:25][C:26]([C:28]5[CH:29]=[N:30][CH:31]=[CH:32][CH:33]=5)=[CH:27][C:22]4=[N:21][CH:20]=2)[CH:15]=[CH:14]3)[CH2:6][CH2:5][NH:4][CH2:3]1. The catalyst class is: 34. (2) Reactant: C(O[C:6](=[O:16])[NH:7][C:8]1[CH:13]=[CH:12][CH:11]=[CH:10][C:9]=1[CH:14]=O)(C)(C)C.[NH2:17][C:18]1[CH:23]=[CH:22][C:21]([CH:24]([CH2:27][NH2:28])[CH2:25][NH2:26])=[C:20]([CH3:29])[CH:19]=1.C(O)(C)(C)C. Product: [NH2:17][C:18]1[CH:23]=[CH:22][C:21]([CH:24]2[CH2:27][N:28]3[C:6](=[O:16])[NH:7][C:8]4[CH:13]=[CH:12][CH:11]=[CH:10][C:9]=4[C:14]3=[N:26][CH2:25]2)=[C:20]([CH3:29])[CH:19]=1. The catalyst class is: 9. (3) Reactant: [F:1][C:2]1[CH:10]=[C:9]2[C:5]([C:6]([C:20]3[CH:21]=[CH:22][C:23]([O:26][CH:27]4[CH2:32][CH2:31][N:30](C(OC(C)(C)C)=O)[CH2:29][CH2:28]4)=[N:24][CH:25]=3)=[CH:7][N:8]2[S:11]([C:14]2[CH:19]=[CH:18][CH:17]=[CH:16][CH:15]=2)(=[O:13])=[O:12])=[CH:4][CH:3]=1.Cl. Product: [F:1][C:2]1[CH:10]=[C:9]2[C:5]([C:6]([C:20]3[CH:25]=[N:24][C:23]([O:26][CH:27]4[CH2:32][CH2:31][NH:30][CH2:29][CH2:28]4)=[CH:22][CH:21]=3)=[CH:7][N:8]2[S:11]([C:14]2[CH:15]=[CH:16][CH:17]=[CH:18][CH:19]=2)(=[O:13])=[O:12])=[CH:4][CH:3]=1. The catalyst class is: 275.